From a dataset of Reaction yield outcomes from USPTO patents with 853,638 reactions. Predict the reaction yield, written as a fraction of the theoretical maximum amount of product (1.0 means a 100% yield; for example, 0.34 means a 34% yield). (1) The reactants are [NH:1]1[C:9]2[C:4](=[CH:5][CH:6]=[CH:7][CH:8]=2)[C:3](/[CH:10]=[CH:11]/[C:12]2[CH:25]=[CH:24][C:15]([C:16]([N:18]3[CH2:23][CH2:22][NH:21][CH2:20][CH2:19]3)=[O:17])=[CH:14][CH:13]=2)=[N:2]1.C(OC([NH:33][C@H:34]([C:37](O)=[O:38])[CH2:35][OH:36])=O)(C)(C)C.O.ON1C2C=CC=CC=2N=N1.[ClH:51].C(N=C=NCCCN(C)C)C.CN1CCOCC1.Cl.CO. The catalyst is CO. The product is [ClH:51].[ClH:51].[NH:1]1[C:9]2[C:4](=[CH:5][CH:6]=[CH:7][CH:8]=2)[C:3](/[CH:10]=[CH:11]/[C:12]2[CH:13]=[CH:14][C:15]([C:16]([N:18]3[CH2:23][CH2:22][N:21]([C:35](=[O:36])[C@@H:34]([NH2:33])[CH2:37][OH:38])[CH2:20][CH2:19]3)=[O:17])=[CH:24][CH:25]=2)=[N:2]1. The yield is 0.780. (2) The reactants are [CH3:1][CH:2]1[CH2:6][CH2:5][CH2:4][C:3]1=[O:7].C(O[C:11](=[O:17])[C:12]([O:14][CH2:15][CH3:16])=[O:13])C.CC[O-].[Na+]. No catalyst specified. The product is [CH2:15]([O:14][C:12](=[O:13])[C:11]([CH:4]1[CH2:5][CH2:6][CH:2]([CH3:1])[C:3]1=[O:7])=[O:17])[CH3:16]. The yield is 0.277. (3) The reactants are [CH3:1][O:2][C:3]1[CH:11]=[C:10]([N+:12]([O-:14])=[O:13])[CH:9]=[CH:8][C:4]=1[C:5]([OH:7])=[O:6].[C:15](=O)([O-])[O-].[K+].[K+].IC. No catalyst specified. The product is [CH3:1][O:2][C:3]1[CH:11]=[C:10]([N+:12]([O-:14])=[O:13])[CH:9]=[CH:8][C:4]=1[C:5]([O:7][CH3:15])=[O:6]. The yield is 0.770.